This data is from Full USPTO retrosynthesis dataset with 1.9M reactions from patents (1976-2016). The task is: Predict the reactants needed to synthesize the given product. (1) Given the product [CH3:10][C:7]1[C:8]2=[C:13]3[C:14](=[C:20]([NH2:21])[N:24]=[C:9]2[CH:4]=[CH:5][CH:6]=1)[N:15]=[CH:16][CH:17]=[CH:18]3.[Cl:12][C:13]1[C:14]([C:20]#[N:21])=[N:15][CH:16]=[C:17]([C:11]#[C:10][C:7]2[CH:8]=[CH:9][C:4]([O:3][CH2:1][CH3:2])=[CH:5][CH:6]=2)[CH:18]=1, predict the reactants needed to synthesize it. The reactants are: [CH2:1]([O:3][C:4]1[CH:9]=[CH:8][C:7]([C:10]#[CH:11])=[CH:6][CH:5]=1)[CH3:2].[Cl:12][C:13]1[C:14]([C:20]#[N:21])=[N:15][CH:16]=[C:17](Cl)[CH:18]=1.C([N:24](CC)CC)C. (2) Given the product [CH2:49]([O:48][C:47]1[C:46](=[O:56])[N:45]=[C:44]([CH2:57][C:58]2([C:63]3[CH:68]=[CH:67][CH:66]=[CH:65][CH:64]=3)[CH2:62][CH2:61][CH2:60][CH2:59]2)[N:43]2[CH2:70][CH2:69][N:39]([CH2:38][C:37]([CH3:36])([CH3:73])[CH3:72])[C:40](=[O:41])[C:42]=12)[C:50]1[CH:51]=[CH:52][CH:53]=[CH:54][CH:55]=1, predict the reactants needed to synthesize it. The reactants are: C(OC1C(=O)N=C(CC2(C3C=CC=CC=3)CCCC2)N2CCN(C3CC3)C(=O)C=12)C1C=CC=CC=1.[CH3:36][C:37]([CH3:73])([CH3:72])[CH2:38][N:39]([CH2:69][CH2:70]O)[C:40]([C:42]1[C:47]([O:48][CH2:49][C:50]2[CH:55]=[CH:54][CH:53]=[CH:52][CH:51]=2)=[C:46]([OH:56])[N:45]=[C:44]([CH2:57][C:58]2([C:63]3[CH:68]=[CH:67][CH:66]=[CH:65][CH:64]=3)[CH2:62][CH2:61][CH2:60][CH2:59]2)[N:43]=1)=[O:41]. (3) Given the product [C:7]([NH:6][CH2:5][CH:4]([C:10]1[C:19]2[C:14](=[CH:15][CH:16]=[C:17]([O:20][CH3:21])[CH:18]=2)[CH:13]=[CH:12][CH:11]=1)[CH2:3][NH:2][C:22](=[O:26])[CH2:23][CH2:24][CH3:25])(=[O:9])[CH3:8], predict the reactants needed to synthesize it. The reactants are: Cl.[NH2:2][CH2:3][CH:4]([C:10]1[C:19]2[C:14](=[CH:15][CH:16]=[C:17]([O:20][CH3:21])[CH:18]=2)[CH:13]=[CH:12][CH:11]=1)[CH2:5][NH:6][C:7](=[O:9])[CH3:8].[C:22](Cl)(=[O:26])[CH2:23][CH2:24][CH3:25]. (4) Given the product [ClH:1].[NH2:17][C@H:15]([C:6]1[C:7](=[O:14])[NH:8][C:9]2[C:4]([CH:5]=1)=[CH:3][C:2]([Cl:1])=[C:11]([O:12][CH3:13])[CH:10]=2)[CH3:16], predict the reactants needed to synthesize it. The reactants are: [Cl:1][C:2]1[CH:3]=[C:4]2[C:9](=[CH:10][C:11]=1[O:12][CH3:13])[NH:8][C:7](=[O:14])[C:6]([C@@H:15]([NH:17][S@@](C(C)(C)C)=O)[CH3:16])=[CH:5]2.Cl.